Predict which catalyst facilitates the given reaction. From a dataset of Catalyst prediction with 721,799 reactions and 888 catalyst types from USPTO. (1) Reactant: C([O:3][C:4](=O)[CH2:5][C:6]12[CH2:17][N:16]([C:18]([O:20][C:21]([CH3:24])([CH3:23])[CH3:22])=[O:19])[C:14]3[C:15]1=[C:10]([CH:11]=[CH:12][CH:13]=3)[NH:9][C:8](=[O:25])[CH2:7]2)C.CC(C[AlH]CC(C)C)C. Product: [O:25]=[C:8]1[CH2:7][C:6]2([CH2:5][CH:4]=[O:3])[CH2:17][N:16]([C:18]([O:20][C:21]([CH3:22])([CH3:23])[CH3:24])=[O:19])[C:14]3[C:15]2=[C:10]([CH:11]=[CH:12][CH:13]=3)[NH:9]1. The catalyst class is: 2. (2) Reactant: [OH:1][C:2]1[CH:20]=[CH:19][C:5]2[CH:6]3[C:13]4([CH2:14][CH2:15][C:4]=2[CH:3]=1)[CH:9]([CH2:10][N:11]([C:16](=[O:18])[CH3:17])[CH2:12]4)[CH2:8][CH2:7]3.C(N(CC)CC)C.[C:28](Cl)(=[O:35])[C:29]1[CH:34]=[CH:33][CH:32]=[CH:31][CH:30]=1. Product: [C:16]([N:11]1[CH2:12][C:13]23[CH:6]([CH2:7][CH2:8][CH:9]2[CH2:10]1)[C:5]1[CH:19]=[CH:20][C:2]([O:1][C:28](=[O:35])[C:29]2[CH:34]=[CH:33][CH:32]=[CH:31][CH:30]=2)=[CH:3][C:4]=1[CH2:15][CH2:14]3)(=[O:18])[CH3:17]. The catalyst class is: 2. (3) Reactant: [Cl:1][C:2]1[N:3]=[N:4][CH:5]=[C:6]([C:8]2[C:13]([C:14](=[O:16])[CH3:15])=[CH:12][CH:11]=[CH:10][N:9]=2)[CH:7]=1.[C:17](C1C(Cl)=NC=CC=1)(=O)C.C[Mg]Cl.[Cl-].[NH4+]. The catalyst class is: 7. Product: [Cl:1][C:2]1[N:3]=[N:4][CH:5]=[C:6]([C:8]2[C:13]([C:14]([OH:16])([CH3:17])[CH3:15])=[CH:12][CH:11]=[CH:10][N:9]=2)[CH:7]=1. (4) The catalyst class is: 3. Product: [F:1][C:2]([F:14])([F:15])[C:3]1[CH:4]=[C:5]([NH:6][C:30](=[O:31])[CH2:29][CH:26]2[CH2:27][CH2:28][N:23]([C:21]([O:20][C:16]([CH3:18])([CH3:17])[CH3:19])=[O:22])[CH2:24][CH2:25]2)[CH:7]=[C:8]([C:10]([F:11])([F:12])[F:13])[CH:9]=1. Reactant: [F:1][C:2]([F:15])([F:14])[C:3]1[CH:4]=[C:5]([CH:7]=[C:8]([C:10]([F:13])([F:12])[F:11])[CH:9]=1)[NH2:6].[C:16]([O:20][C:21]([N:23]1[CH2:28][CH2:27][CH:26]([CH2:29][C:30](O)=[O:31])[CH2:25][CH2:24]1)=[O:22])([CH3:19])([CH3:18])[CH3:17].CCN(C(C)C)C(C)C.CN(C(ON1N=NC2C=CC=NC1=2)=[N+](C)C)C.F[P-](F)(F)(F)(F)F.